From a dataset of Reaction yield outcomes from USPTO patents with 853,638 reactions. Predict the reaction yield, written as a fraction of the theoretical maximum amount of product (1.0 means a 100% yield; for example, 0.34 means a 34% yield). (1) The reactants are Br[C:2]1[CH:7]=[CH:6][C:5]([S:8]([N:11]2[CH2:26][CH2:25][C:14]3([O:19][CH2:18][C:17](=[O:20])[N:16]([CH:21]4[CH2:24][CH2:23][CH2:22]4)[CH2:15]3)[CH2:13][CH2:12]2)(=[O:10])=[O:9])=[CH:4][CH:3]=1.CC1(C)C(C)(C)OB([C:35]2[CH:44]=[C:43]3[C:38]([CH:39]=[CH:40][CH:41]=[N:42]3)=[CH:37][CH:36]=2)O1.C(=O)([O-])[O-].[K+].[K+]. The catalyst is O1CCOCC1.O.C1C=CC(P(C2C=CC=CC=2)[C-]2C=CC=C2)=CC=1.C1C=CC(P(C2C=CC=CC=2)[C-]2C=CC=C2)=CC=1.Cl[Pd]Cl.[Fe+2].C(Cl)Cl. The product is [CH:21]1([N:16]2[CH2:15][C:14]3([CH2:25][CH2:26][N:11]([S:8]([C:5]4[CH:6]=[CH:7][C:2]([C:35]5[CH:44]=[C:43]6[C:38]([CH:39]=[CH:40][CH:41]=[N:42]6)=[CH:37][CH:36]=5)=[CH:3][CH:4]=4)(=[O:10])=[O:9])[CH2:12][CH2:13]3)[O:19][CH2:18][C:17]2=[O:20])[CH2:24][CH2:23][CH2:22]1. The yield is 0.510. (2) The reactants are [CH3:1][C@H:2]1[O:7][C@@H:6]([CH3:8])[CH2:5][N:4]([CH2:9][CH2:10][CH2:11][O:12][C:13]2[CH:14]=[CH:15][C:16]3[C:17]4[N:18]([CH2:26][CH2:27][N:28]=4)[C:19]([NH2:25])=[N:20][C:21]=3[C:22]=2[O:23][CH3:24])[CH2:3]1.[CH3:29][C:30]1[S:31][C:32]([C:36](O)=[O:37])=[C:33]([CH3:35])[N:34]=1.C1CN([P+](ON2N=NC3C=CC=CC2=3)(N2CCCC2)N2CCCC2)CC1.F[P-](F)(F)(F)(F)F.C(N(C(C)C)CC)(C)C. The catalyst is CN(C=O)C.CCOC(C)=O. The product is [CH3:1][C@H:2]1[O:7][C@@H:6]([CH3:8])[CH2:5][N:4]([CH2:9][CH2:10][CH2:11][O:12][C:13]2[CH:14]=[CH:15][C:16]3[C:17]4[N:18]([CH2:26][CH2:27][N:28]=4)[C:19]([NH:25][C:36]([C:32]4[S:31][C:30]([CH3:29])=[N:34][C:33]=4[CH3:35])=[O:37])=[N:20][C:21]=3[C:22]=2[O:23][CH3:24])[CH2:3]1. The yield is 0.800.